This data is from Reaction yield outcomes from USPTO patents with 853,638 reactions. The task is: Predict the reaction yield, written as a fraction of the theoretical maximum amount of product (1.0 means a 100% yield; for example, 0.34 means a 34% yield). The catalyst is CO. The product is [NH2:48][C:38]1[C:37]([C@H:32]2[CH2:33][CH2:34][CH2:35][CH2:36][C@@H:31]2[O:30][C:3]2[C:2]([Cl:1])=[CH:7][C:6]([S:8]([NH:11][C:12]3[CH:17]=[CH:16][N:15]=[CH:14][N:13]=3)(=[O:9])=[O:10])=[C:5]([F:29])[CH:4]=2)=[CH:41][NH:40][N:39]=1. The reactants are [Cl:1][C:2]1[C:3]([O:30][C@H:31]2[CH2:36][CH2:35][CH2:34][CH2:33][C@@H:32]2[C:37]2[C:38]([N+:48]([O-])=O)=[N:39][N:40](C3CCCCO3)[CH:41]=2)=[CH:4][C:5]([F:29])=[C:6]([S:8]([N:11](CC2C=CC(OC)=CC=2OC)[C:12]2[CH:17]=[CH:16][N:15]=[CH:14][N:13]=2)(=[O:10])=[O:9])[CH:7]=1.C([SiH](CC)CC)C.FC(F)(F)C(O)=O.ClCCl. The yield is 0.900.